From a dataset of Catalyst prediction with 721,799 reactions and 888 catalyst types from USPTO. Predict which catalyst facilitates the given reaction. (1) Reactant: [CH2:1]([C:3]1[CH:8]=[CH:7][C:6]([OH:9])=[C:5]([C:10]([C:12]2[CH:17]=[CH:16][CH:15]=[CH:14][CH:13]=2)=[CH2:11])[CH:4]=1)[CH3:2].[CH3:18][O:19][C:20](=[O:40])[CH2:21][CH2:22][C:23]1[CH:28]=[CH:27][C:26]([O:29][CH2:30][CH2:31][C@@H:32](OS(C)(=O)=O)[CH3:33])=[CH:25][C:24]=1[CH3:39].C([O-])([O-])=O.[Cs+].[Cs+].Cl. Product: [CH3:18][O:19][C:20](=[O:40])[CH2:21][CH2:22][C:23]1[CH:28]=[CH:27][C:26]([O:29][CH2:30][CH2:31][C@H:32]([O:9][C:6]2[CH:7]=[CH:8][C:3]([CH2:1][CH3:2])=[CH:4][C:5]=2[C:10]([C:12]2[CH:17]=[CH:16][CH:15]=[CH:14][CH:13]=2)=[CH2:11])[CH3:33])=[CH:25][C:24]=1[CH3:39]. The catalyst class is: 18. (2) Reactant: S([O-])([O-])(=O)=O.[Mg+2].OS(O)(=O)=O.[I:12][C:13]1[CH:17]=[C:16]([C:18]2[CH:23]=[CH:22][CH:21]=[CH:20][CH:19]=2)[S:15][C:14]=1[C:24]([OH:26])=[O:25].[C:27](O)([CH3:30])([CH3:29])[CH3:28].C(=O)(O)[O-]. Product: [C:27]([O:25][C:24]([C:14]1[S:15][C:16]([C:18]2[CH:23]=[CH:22][CH:21]=[CH:20][CH:19]=2)=[CH:17][C:13]=1[I:12])=[O:26])([CH3:30])([CH3:29])[CH3:28]. The catalyst class is: 4. (3) Reactant: [NH2:1][C:2]1[C:7]2=[CH:8][CH:9]=[C:10]([C:11]3[CH:16]=[CH:15][C:14]([N:17]4[CH2:22][CH2:21][N:20]([C:23]([O:25][C:26]([CH3:29])([CH3:28])[CH3:27])=[O:24])[CH2:19][CH2:18]4)=[CH:13][CH:12]=3)[N:6]2[N:5]=[CH:4][N:3]=1.[Br:30]N1C(C)(C)C(=O)N(Br)C1=O.[O-]S([O-])=O.[Na+].[Na+]. Product: [NH2:1][C:2]1[C:7]2=[C:8]([Br:30])[CH:9]=[C:10]([C:11]3[CH:12]=[CH:13][C:14]([N:17]4[CH2:18][CH2:19][N:20]([C:23]([O:25][C:26]([CH3:29])([CH3:28])[CH3:27])=[O:24])[CH2:21][CH2:22]4)=[CH:15][CH:16]=3)[N:6]2[N:5]=[CH:4][N:3]=1. The catalyst class is: 7. (4) Reactant: ON1C2C=CC=CC=2N=N1.[F:11][C:12]1[CH:18]=[CH:17][C:15]([NH2:16])=[CH:14][CH:13]=1.CN1CCOCC1.Cl.[CH3:27][N:28]([CH3:45])[C:29]1([C:39]2[CH:44]=[CH:43][CH:42]=[CH:41][CH:40]=2)[CH2:34][CH2:33][C:32](=[CH:35][C:36](O)=[O:37])[CH2:31][CH2:30]1.C1(N=C=NC2CCCCC2)CCCCC1.[OH-].[Na+]. Product: [CH3:45][N:28]([CH3:27])[C:29]1([C:39]2[CH:40]=[CH:41][CH:42]=[CH:43][CH:44]=2)[CH2:34][CH2:33][C:32](=[CH:35][C:36]([NH:16][C:15]2[CH:17]=[CH:18][C:12]([F:11])=[CH:13][CH:14]=2)=[O:37])[CH2:31][CH2:30]1. The catalyst class is: 35. (5) Reactant: [H-].[Al+3].[Li+].[H-].[H-].[H-].[N:7]1([C:11]([CH:13]2[CH2:16][N:15]([CH:17]([C:24]3[CH:29]=[CH:28][CH:27]=[CH:26][CH:25]=3)[C:18]3[CH:23]=[CH:22][CH:21]=[CH:20][CH:19]=3)[CH2:14]2)=O)[CH2:10][CH2:9][CH2:8]1.O.[OH-].[Na+]. Product: [N:7]1([CH2:11][CH:13]2[CH2:14][N:15]([CH:17]([C:24]3[CH:29]=[CH:28][CH:27]=[CH:26][CH:25]=3)[C:18]3[CH:19]=[CH:20][CH:21]=[CH:22][CH:23]=3)[CH2:16]2)[CH2:10][CH2:9][CH2:8]1. The catalyst class is: 7. (6) Reactant: Br[C:2]1[CH:3]=[C:4]([CH:20]=[CH:21][CH:22]=1)[CH2:5][S:6]([NH:9][C:10]1[CH:18]=[CH:17][C:13]([C:14]([OH:16])=[O:15])=[C:12]([OH:19])[CH:11]=1)(=[O:8])=[O:7].[O:23]1[C:27]2[CH:28]=[CH:29][C:30](B(O)O)=[CH:31][C:26]=2[CH2:25][CH2:24]1.CCN(C(C)C)C(C)C.C(Cl)Cl. Product: [O:23]1[C:27]2[CH:28]=[CH:29][C:30]([C:2]3[CH:3]=[C:4]([CH:20]=[CH:21][CH:22]=3)[CH2:5][S:6]([NH:9][C:10]3[CH:18]=[CH:17][C:13]([C:14]([OH:16])=[O:15])=[C:12]([OH:19])[CH:11]=3)(=[O:8])=[O:7])=[CH:31][C:26]=2[CH2:25][CH2:24]1. The catalyst class is: 140. (7) Reactant: C([O:8][C:9]1[C:14]2[N:15]=[C:16]([CH3:19])[N:17]([CH3:18])[C:13]=2[CH:12]=[C:11]([N:20]([CH3:24])[C:21](=[O:23])[CH3:22])[CH:10]=1)C1C=CC=CC=1.[I-].O.C(=O)(O)[O-].[Na+]. Product: [CH3:16][N:17]([CH2:18][C:10]1[C:11]([N:20]([CH3:24])[C:21](=[O:23])[CH3:22])=[CH:12][C:13]2[N:17]([CH3:18])[C:16]([CH3:19])=[N:15][C:14]=2[C:9]=1[OH:8])[CH3:13]. The catalyst class is: 4.